The task is: Predict the reactants needed to synthesize the given product.. This data is from Full USPTO retrosynthesis dataset with 1.9M reactions from patents (1976-2016). Given the product [Cl:1][C:2]1[CH:7]=[CH:6][C:5]([S:8]([NH:11][C:15]2[C:16]([CH:22]3[C:30]4[C:25](=[CH:26][CH:27]=[CH:28][CH:29]=4)[C:24](=[O:31])[O:23]3)=[N:17][CH:18]=[C:19]([Cl:21])[CH:20]=2)(=[O:9])=[O:10])=[CH:4][C:3]=1[C:32]([F:35])([F:33])[F:34], predict the reactants needed to synthesize it. The reactants are: [Cl:1][C:2]1[CH:7]=[CH:6][C:5]([S:8]([N:11]([C:15]2[C:16]([CH:22]3[C:30]4[C:25](=[CH:26][CH:27]=[CH:28][CH:29]=4)[C:24](=[O:31])[O:23]3)=[N:17][CH:18]=[C:19]([Cl:21])[CH:20]=2)COC)(=[O:10])=[O:9])=[CH:4][C:3]=1[C:32]([F:35])([F:34])[F:33].